Dataset: Reaction yield outcomes from USPTO patents with 853,638 reactions. Task: Predict the reaction yield, written as a fraction of the theoretical maximum amount of product (1.0 means a 100% yield; for example, 0.34 means a 34% yield). (1) The reactants are [Br:1][C:2]1[CH:9]=[CH:8][C:7]([OH:10])=[CH:6][C:3]=1[CH:4]=[O:5].C(=O)([O-])[O-].[K+].[K+].[CH2:17](Br)[C:18]1[CH:23]=[CH:22][CH:21]=[CH:20][CH:19]=1. The catalyst is [I-].C([N+](CCCC)(CCCC)CCCC)CCC.CN(C)C=O.C(OCC)C. The product is [CH2:17]([O:10][C:7]1[CH:8]=[CH:9][C:2]([Br:1])=[C:3]([CH:6]=1)[CH:4]=[O:5])[C:18]1[CH:23]=[CH:22][CH:21]=[CH:20][CH:19]=1. The yield is 0.970. (2) The yield is 0.847. The catalyst is N1C=CC=CC=1. The product is [CH3:6][C:7]1[CH:12]=[CH:11][C:10]([S:13]([O:4][CH2:3][CH2:2][CH2:1][O:5][S:13]([C:10]2[CH:11]=[CH:12][C:7]([CH3:6])=[CH:8][CH:9]=2)(=[O:15])=[O:14])(=[O:15])=[O:14])=[CH:9][CH:8]=1. The reactants are [CH2:1]([OH:5])[CH2:2][CH2:3][OH:4].[CH3:6][C:7]1[CH:12]=[CH:11][C:10]([S:13](Cl)(=[O:15])=[O:14])=[CH:9][CH:8]=1. (3) The reactants are [OH-].[Na+].C[O:4][C:5](=[O:32])[CH:6]([CH2:9][C:10]1[CH:15]=[CH:14][C:13]([O:16][CH2:17][CH2:18][C:19]2[CH:24]=[CH:23][C:22]([S:25][C:26]3[CH:31]=[CH:30][CH:29]=[CH:28][CH:27]=3)=[CH:21][CH:20]=2)=[CH:12][CH:11]=1)[CH2:7][CH3:8].[OH-].[Li+].Cl. The catalyst is O1CCOCC1.O. The product is [C:26]1([S:25][C:22]2[CH:23]=[CH:24][C:19]([CH2:18][CH2:17][O:16][C:13]3[CH:12]=[CH:11][C:10]([CH2:9][CH:6]([CH2:7][CH3:8])[C:5]([OH:32])=[O:4])=[CH:15][CH:14]=3)=[CH:20][CH:21]=2)[CH:31]=[CH:30][CH:29]=[CH:28][CH:27]=1. The yield is 0.930. (4) The reactants are [CH3:1][N:2]1[C:10]2[C:5](=[CH:6][C:7]([C:11]([F:14])([F:13])[F:12])=[CH:8][CH:9]=2)[C:4]([C:15]2[N:20]=[C:19]3[C:21]([C:24](O)=[O:25])=[CH:22][NH:23][C:18]3=[N:17][CH:16]=2)=[N:3]1.[CH3:27][C:28]([NH2:31])([CH3:30])[CH3:29].C1C=CC2N(O)N=NC=2C=1.CCN=C=NCCCN(C)C.C(N(CC)CC)C. The catalyst is ClCCl.O. The product is [C:28]([NH:31][C:24]([C:21]1[C:19]2=[N:20][C:15]([C:4]3[C:5]4[C:10](=[CH:9][CH:8]=[C:7]([C:11]([F:13])([F:12])[F:14])[CH:6]=4)[N:2]([CH3:1])[N:3]=3)=[CH:16][N:17]=[C:18]2[NH:23][CH:22]=1)=[O:25])([CH3:30])([CH3:29])[CH3:27]. The yield is 0.156. (5) The reactants are Cl.[F:2][C:3]([F:21])([F:20])[C:4]1[C:5]([N:10]2[CH2:15][CH2:14][N:13]([CH2:16][C:17]([OH:19])=O)[CH2:12][CH2:11]2)=[N:6][CH:7]=[CH:8][CH:9]=1.[NH2:22][C@@H:23]([CH2:41][O:42][CH2:43][C:44]1[CH:49]=[CH:48][CH:47]=[CH:46][CH:45]=1)[C:24]([NH:26][C:27]1[CH:32]=[CH:31][C:30]([O:33][C:34]2[CH:39]=[CH:38][C:37]([F:40])=[CH:36][CH:35]=2)=[CH:29][CH:28]=1)=[O:25]. No catalyst specified. The product is [CH2:43]([O:42][CH2:41][C@H:23]([NH:22][C:17](=[O:19])[CH2:16][N:13]1[CH2:12][CH2:11][N:10]([C:5]2[C:4]([C:3]([F:2])([F:21])[F:20])=[CH:9][CH:8]=[CH:7][N:6]=2)[CH2:15][CH2:14]1)[C:24]([NH:26][C:27]1[CH:32]=[CH:31][C:30]([O:33][C:34]2[CH:39]=[CH:38][C:37]([F:40])=[CH:36][CH:35]=2)=[CH:29][CH:28]=1)=[O:25])[C:44]1[CH:49]=[CH:48][CH:47]=[CH:46][CH:45]=1. The yield is 0.324. (6) The reactants are [CH3:1][O:2][C:3]1[CH:8]=[C:7]([S:9]([CH3:12])(=[O:11])=[O:10])[CH:6]=[CH:5][C:4]=1B1OC(C)(C)C(C)(C)O1.[Br:22][C:23]1[CH:24]=[CH:25][C:26]([F:30])=[C:27](I)[CH:28]=1.C([O-])([O-])=O.[Na+].[Na+]. The catalyst is O1CCOCC1.O.C1C=CC([P]([Pd]([P](C2C=CC=CC=2)(C2C=CC=CC=2)C2C=CC=CC=2)([P](C2C=CC=CC=2)(C2C=CC=CC=2)C2C=CC=CC=2)[P](C2C=CC=CC=2)(C2C=CC=CC=2)C2C=CC=CC=2)(C2C=CC=CC=2)C2C=CC=CC=2)=CC=1. The product is [Br:22][C:23]1[CH:28]=[CH:27][C:26]([F:30])=[C:25]([C:4]2[CH:5]=[CH:6][C:7]([S:9]([CH3:12])(=[O:10])=[O:11])=[CH:8][C:3]=2[O:2][CH3:1])[CH:24]=1. The yield is 0.710. (7) The reactants are CO[C:3](=[O:28])[C:4]1[CH:9]=[C:8]([C:10]2[N:11]([O:15][CH2:16][C:17]3[CH:22]=[CH:21][CH:20]=[CH:19][CH:18]=3)[N:12]=[CH:13][CH:14]=2)[C:7]([C:23]([F:26])([F:25])[F:24])=[CH:6][C:5]=1[NH2:27].CC[N:31]([CH2:34]C)CC.[CH3:36][S:37]([NH:40]N)(=[O:39])=[O:38].[OH-:42].[Na+]. The catalyst is C(Cl)Cl. The product is [CH2:16]([O:15][N:11]1[C:10]([C:8]2[CH:9]=[C:4]3[C:5](=[CH:6][C:7]=2[C:23]([F:24])([F:26])[F:25])[NH:27][C:34](=[O:42])[N:31]([NH:40][S:37]([CH3:36])(=[O:39])=[O:38])[C:3]3=[O:28])=[CH:14][CH:13]=[N:12]1)[C:17]1[CH:18]=[CH:19][CH:20]=[CH:21][CH:22]=1. The yield is 0.300. (8) The product is [N+:11]([C:4]1[CH:5]=[C:6]([CH:9]=[CH:10][C:3]=1[CH2:2][N:14]1[CH2:18][CH2:17][CH2:16][CH2:15]1)[C:7]#[N:8])([O-:13])=[O:12]. The yield is 0.450. The reactants are Br[CH2:2][C:3]1[CH:10]=[CH:9][C:6]([C:7]#[N:8])=[CH:5][C:4]=1[N+:11]([O-:13])=[O:12].[NH:14]1[CH2:18][CH2:17][CH2:16][CH2:15]1.C(N(CC)CC)C. The catalyst is C(Cl)Cl.